Task: Predict the product of the given reaction.. Dataset: Forward reaction prediction with 1.9M reactions from USPTO patents (1976-2016) (1) Given the reactants [NH2:1][C:2]1[C:3]([OH:14])=[N:4][C:5]([C:8]2[N:9]=[N:10][CH:11]=[CH:12][CH:13]=2)=[N:6][CH:7]=1.[CH2:15]([O:17][P:18]([C:23]1[CH:24]=[C:25]([CH2:29][C:30](O)=[O:31])[CH:26]=[CH:27][CH:28]=1)([O:20][CH2:21][CH3:22])=[O:19])[CH3:16].CN(C(ON1N=NC2C=CC=NC1=2)=[N+](C)C)C.F[P-](F)(F)(F)(F)F.CCN(CC)CC, predict the reaction product. The product is: [OH:14][C:3]1[C:2]([NH:1][C:30](=[O:31])[CH2:29][C:25]2[CH:24]=[C:23]([P:18](=[O:19])([O:17][CH2:15][CH3:16])[O:20][CH2:21][CH3:22])[CH:28]=[CH:27][CH:26]=2)=[CH:7][N:6]=[C:5]([C:8]2[N:9]=[N:10][CH:11]=[CH:12][CH:13]=2)[N:4]=1. (2) The product is: [Cl:21][C:22]1[CH:27]=[CH:26][CH:25]=[CH:24][C:23]=1[C:2]1[S:6][C:5]([C@H:7]2[N:11]([CH3:12])[C:10](=[O:13])[C@@H:9]([CH2:14][N:15]3[CH2:20][CH2:19][CH2:18][CH2:17][CH2:16]3)[CH2:8]2)=[CH:4][CH:3]=1. Given the reactants Br[C:2]1[S:6][C:5]([C@H:7]2[N:11]([CH3:12])[C:10](=[O:13])[C@@H:9]([CH2:14][N:15]3[CH2:20][CH2:19][CH2:18][CH2:17][CH2:16]3)[CH2:8]2)=[CH:4][CH:3]=1.[Cl:21][C:22]1[CH:27]=[CH:26][CH:25]=[CH:24][C:23]=1B(O)O.C([O-])([O-])=O.[Na+].[Na+].C(O)C, predict the reaction product.